Predict the reactants needed to synthesize the given product. From a dataset of Full USPTO retrosynthesis dataset with 1.9M reactions from patents (1976-2016). (1) Given the product [Cl:2][C:3]1[CH:8]=[C:7]([C:9]2[CH:14]=[N:13][CH:12]=[C:11]([CH3:15])[N:10]=2)[CH:6]=[CH:5][C:4]=1[C:16]1[C:28](=[O:29])[N:27]([CH2:30][C:31]2([OH:47])[CH2:36][CH2:35][NH:34][CH2:33][CH2:32]2)[C:19]2[N:20]=[C:21]([NH:24][CH2:25][CH3:26])[N:22]=[CH:23][C:18]=2[CH:17]=1, predict the reactants needed to synthesize it. The reactants are: Br.[Cl:2][C:3]1[CH:8]=[C:7]([C:9]2[CH:14]=[N:13][CH:12]=[C:11]([CH3:15])[N:10]=2)[CH:6]=[CH:5][C:4]=1[C:16]1[C:28](=[O:29])[N:27]([CH2:30][C:31]2([OH:47])[CH2:36][CH2:35][N:34](C(OCC3C=CC=CC=3)=O)[CH2:33][CH2:32]2)[C:19]2[N:20]=[C:21]([NH:24][CH2:25][CH3:26])[N:22]=[CH:23][C:18]=2[CH:17]=1.N. (2) The reactants are: [C:1]([O:5][C:6](=[O:46])[NH:7][CH:8]1[CH2:11][N:10]([CH2:12][C:13]2[CH:18]=[CH:17][N:16]=[C:15]3[N:19](S(C4C=CC(C)=CC=4)(=O)=O)[C:20]([C:22]4[C:30]5[C:25](=[CH:26][C:27]([O:33][CH3:34])=[C:28]([O:31][CH3:32])[CH:29]=5)[N:24]([CH3:35])[CH:23]=4)=[CH:21][C:14]=23)[CH2:9]1)([CH3:4])([CH3:3])[CH3:2].[OH-].[K+]. Given the product [C:1]([O:5][C:6](=[O:46])[NH:7][CH:8]1[CH2:9][N:10]([CH2:12][C:13]2[CH:18]=[CH:17][N:16]=[C:15]3[NH:19][C:20]([C:22]4[C:30]5[C:25](=[CH:26][C:27]([O:33][CH3:34])=[C:28]([O:31][CH3:32])[CH:29]=5)[N:24]([CH3:35])[CH:23]=4)=[CH:21][C:14]=23)[CH2:11]1)([CH3:4])([CH3:3])[CH3:2], predict the reactants needed to synthesize it.